Dataset: Full USPTO retrosynthesis dataset with 1.9M reactions from patents (1976-2016). Task: Predict the reactants needed to synthesize the given product. (1) Given the product [OH:1][C:2]1([C:26]([F:28])([F:29])[F:27])[C:10]2[C:5](=[CH:6][CH:7]=[C:8]([N:11]3[CH:16]=[C:15]([C:17]([O:19][CH2:20][CH3:21])=[O:18])[C:14](=[O:22])[N:13]([CH2:31][C:32]4[CH:37]=[CH:36][CH:35]=[C:34]([C:38]([F:39])([F:40])[F:41])[C:33]=4[CH3:42])[C:12]3=[O:23])[CH:9]=2)[N:4]([CH3:24])[C:3]1=[O:25], predict the reactants needed to synthesize it. The reactants are: [OH:1][C:2]1([C:26]([F:29])([F:28])[F:27])[C:10]2[C:5](=[CH:6][CH:7]=[C:8]([N:11]3[CH:16]=[C:15]([C:17]([O:19][CH2:20][CH3:21])=[O:18])[C:14](=[O:22])[NH:13][C:12]3=[O:23])[CH:9]=2)[N:4]([CH3:24])[C:3]1=[O:25].Br[CH2:31][C:32]1[CH:37]=[CH:36][CH:35]=[C:34]([C:38]([F:41])([F:40])[F:39])[C:33]=1[CH3:42]. (2) Given the product [CH:29]1[C:30]2[C:35](=[CH:34][CH:33]=[CH:32][CH:31]=2)[CH:36]=[CH:37][C:28]=1[C:26]([NH:25][C:22]1[CH:21]=[CH:20][C:19]([N:16]2[CH2:15][CH2:14][N:13]([C:11](=[O:12])[CH2:10][CH2:9][C:8]([C:5]3[CH:6]=[CH:7][C:2]([O:1][CH2:57][CH2:56][O:55][S:45]([C:48]4[CH:54]=[CH:53][C:51]([CH3:52])=[CH:50][CH:49]=4)(=[O:47])=[O:46])=[CH:3][CH:4]=3)=[O:38])[CH2:18][CH2:17]2)=[CH:24][CH:23]=1)=[O:27], predict the reactants needed to synthesize it. The reactants are: [OH:1][C:2]1[CH:7]=[CH:6][C:5]([C:8](=[O:38])[CH2:9][CH2:10][C:11]([N:13]2[CH2:18][CH2:17][N:16]([C:19]3[CH:24]=[CH:23][C:22]([NH:25][C:26]([C:28]4[CH:37]=[CH:36][C:35]5[C:30](=[CH:31][CH:32]=[CH:33][CH:34]=5)[CH:29]=4)=[O:27])=[CH:21][CH:20]=3)[CH2:15][CH2:14]2)=[O:12])=[CH:4][CH:3]=1.C(=O)([O-])[O-].[K+].[K+].[S:45]([O:55][CH2:56][CH2:57]OS(C1C=CC(C)=CC=1)(=O)=O)([C:48]1[CH:54]=[CH:53][C:51]([CH3:52])=[CH:50][CH:49]=1)(=[O:47])=[O:46]. (3) Given the product [N:17]1[CH:18]=[CH:19][N:20]=[CH:21][C:16]=1[NH:15][C:13]([N:7]1[C@@H:8]2[CH2:12][N:11]([CH2:10][CH2:9]2)[C:5]2[CH:4]=[CH:3][C:2]([N:28]3[CH2:29][CH2:30][CH:25]([C:24]([F:32])([F:31])[F:23])[CH2:26][CH2:27]3)=[N:22][C:6]1=2)=[O:14], predict the reactants needed to synthesize it. The reactants are: Cl[C:2]1[CH:3]=[CH:4][C:5]2[N:11]3[CH2:12][C@H:8]([CH2:9][CH2:10]3)[N:7]([C:13]([NH:15][C:16]3[CH:21]=[N:20][CH:19]=[CH:18][N:17]=3)=[O:14])[C:6]=2[N:22]=1.[F:23][C:24]([F:32])([F:31])[CH:25]1[CH2:30][CH2:29][NH:28][CH2:27][CH2:26]1.C([O-])([O-])=O.[Cs+].[Cs+].CC(C1C=C(C(C)C)C(C2C=CC=CC=2P(C2CCCCC2)C2CCCCC2)=C(C(C)C)C=1)C. (4) Given the product [CH2:3]([N:5]1[CH2:10][CH2:9][N:8]([CH2:11][C:12]2[CH:21]=[CH:20][C:15]([C:16]([OH:18])=[O:17])=[CH:14][C:13]=2[CH3:22])[CH2:7][CH2:6]1)[CH3:4], predict the reactants needed to synthesize it. The reactants are: [OH-].[Na+].[CH2:3]([N:5]1[CH2:10][CH2:9][N:8]([CH2:11][C:12]2[CH:21]=[CH:20][C:15]([C:16]([O:18]C)=[O:17])=[CH:14][C:13]=2[CH3:22])[CH2:7][CH2:6]1)[CH3:4].Cl. (5) The reactants are: [CH2:1]([C:5]1([O:18][CH3:19])[CH2:10][CH2:9][N:8](C(OC(C)(C)C)=O)[CH2:7][CH2:6]1)[CH2:2][CH2:3][CH3:4].C1(OC)C=CC=CC=1.[F:28][C:29]([F:34])([F:33])[C:30]([OH:32])=[O:31]. Given the product [F:28][C:29]([F:34])([F:33])[C:30]([OH:32])=[O:31].[CH2:1]([C:5]1([O:18][CH3:19])[CH2:6][CH2:7][NH:8][CH2:9][CH2:10]1)[CH2:2][CH2:3][CH3:4], predict the reactants needed to synthesize it. (6) The reactants are: CN(C=O)C.[F:6][C:7]1[C:12]2[CH2:13][CH2:14][CH:15](I)[C:16](=[O:18])[NH:17][C:11]=2[CH:10]=[CH:9][CH:8]=1.[N-:20]=[N+:21]=[N-:22].[Na+]. Given the product [N:20]([CH:15]1[CH2:14][CH2:13][C:12]2[C:7]([F:6])=[CH:8][CH:9]=[CH:10][C:11]=2[NH:17][C:16]1=[O:18])=[N+:21]=[N-:22], predict the reactants needed to synthesize it. (7) Given the product [CH3:13][N:17]1[C:16]([CH:19]=[O:20])=[CH:15][N:9]=[C:7]1[C:4]1[CH:5]=[CH:6][N:1]=[CH:2][CH:3]=1, predict the reactants needed to synthesize it. The reactants are: [N:1]1[CH:6]=[CH:5][C:4]([C:7]([NH2:9])=O)=[CH:3][CH:2]=1.C1([C:13]2[N:17](C)[C:16]([CH:19]=[O:20])=[CH:15]N=2)CC1. (8) Given the product [F:17][C:18]1[CH:47]=[CH:46][C:21]([CH2:22][N:23]2[C:27](=[O:28])[N:26]([C:29]3[CH:33]=[C:32]([C:34]([NH:16][CH2:15][C:13]4[N:12]=[CH:11][O:10][CH:14]=4)=[O:35])[NH:31][N:30]=3)[CH:25]=[N:24]2)=[CH:20][CH:19]=1, predict the reactants needed to synthesize it. The reactants are: N1C=CC=CC=1CN.Cl.[O:10]1[CH:14]=[C:13]([CH2:15][NH2:16])[N:12]=[CH:11]1.[F:17][C:18]1[CH:47]=[CH:46][C:21]([CH2:22][N:23]2[C:27](=[O:28])[N:26]([C:29]3[CH:33]=[C:32]([C:34](O)=[O:35])[N:31](CC4C=CC(OC)=CC=4)[N:30]=3)[CH:25]=[N:24]2)=[CH:20][CH:19]=1.